Dataset: Forward reaction prediction with 1.9M reactions from USPTO patents (1976-2016). Task: Predict the product of the given reaction. (1) Given the reactants [CH2:1]([O:5][C:6]1[CH:7]=[CH:8][C:9]([C:12]([O-:14])=[O:13])=[N:10][CH:11]=1)[C:2]#[C:3][CH3:4].[OH-].[Li+], predict the reaction product. The product is: [CH2:1]([O:5][C:6]1[CH:7]=[CH:8][C:9]([C:12]([OH:14])=[O:13])=[N:10][CH:11]=1)[C:2]#[C:3][CH3:4]. (2) Given the reactants [CH3:1][C:2]1[S:6][C:5]([C:7]([OH:9])=[O:8])=[CH:4][CH:3]=1.S(=O)(=O)(O)O.[CH3:15]O, predict the reaction product. The product is: [CH3:1][C:2]1[S:6][C:5]([C:7]([O:9][CH3:15])=[O:8])=[CH:4][CH:3]=1. (3) Given the reactants [Br:1][C:2]1[C:6]2[CH2:7][N:8]([C:11](OC(C)(C)C)=[O:12])[CH2:9][CH2:10][C:5]=2[N:4]([CH:18]2[CH2:23][CH2:22][O:21][CH2:20][CH2:19]2)[N:3]=1.F[C:25](F)(F)C(O)=O.C(N(CC)CC)C.C(OC(=O)C)(=O)C, predict the reaction product. The product is: [Br:1][C:2]1[C:6]2[CH2:7][N:8]([C:11](=[O:12])[CH3:25])[CH2:9][CH2:10][C:5]=2[N:4]([CH:18]2[CH2:23][CH2:22][O:21][CH2:20][CH2:19]2)[N:3]=1. (4) Given the reactants [F:1][C:2]1[CH:26]=[C:25]([NH:27][C:28]([C:30]2[C:35](=[O:36])[N:34]([C:37]3[CH:42]=[CH:41][C:40]([F:43])=[CH:39][CH:38]=3)[N:33]=[CH:32][CH:31]=2)=[O:29])[CH:24]=[CH:23][C:3]=1[O:4][C:5]1[CH:10]=[CH:9][N:8]=[C:7]2[CH:11]=[C:12]([C:14]3[CH:22]=[CH:21][C:17]([C:18]([OH:20])=O)=[CH:16][CH:15]=3)[S:13][C:6]=12.C1C=CC2N(O)N=NC=2C=1.O.CCN=C=NCCCN(C)C.[NH:66]1[CH2:70][CH2:69][C@@H:68]([OH:71])[CH2:67]1.CCN(C(C)C)C(C)C, predict the reaction product. The product is: [F:1][C:2]1[CH:26]=[C:25]([NH:27][C:28]([C:30]2[C:35](=[O:36])[N:34]([C:37]3[CH:38]=[CH:39][C:40]([F:43])=[CH:41][CH:42]=3)[N:33]=[CH:32][CH:31]=2)=[O:29])[CH:24]=[CH:23][C:3]=1[O:4][C:5]1[CH:10]=[CH:9][N:8]=[C:7]2[CH:11]=[C:12]([C:14]3[CH:15]=[CH:16][C:17]([C:18]([N:66]4[CH2:70][CH2:69][C@@H:68]([OH:71])[CH2:67]4)=[O:20])=[CH:21][CH:22]=3)[S:13][C:6]=12. (5) Given the reactants [H-].[Al+3].[Li+].[H-].[H-].[H-].[CH3:7][C:8]1([C:11](=[O:15])[CH2:12][CH:13]=[CH2:14])[CH2:10][CH2:9]1, predict the reaction product. The product is: [CH3:7][C:8]1([CH:11]([OH:15])[CH2:12][CH:13]=[CH2:14])[CH2:10][CH2:9]1.